This data is from Catalyst prediction with 721,799 reactions and 888 catalyst types from USPTO. The task is: Predict which catalyst facilitates the given reaction. Reactant: Br[C:2]1[CH:3]=[N:4][CH:5]=[C:6]2[C:11]=1[N:10]=[C:9]([C:12]([NH:14][CH2:15][C:16]([CH3:19])([CH3:18])[CH3:17])=[O:13])[CH:8]=[CH:7]2.[F:20][C:21]1[CH:26]=[CH:25][C:24](B(O)O)=[CH:23][CH:22]=1.C(=O)([O-])[O-].[Cs+].[Cs+]. Product: [F:20][C:21]1[CH:26]=[CH:25][C:24]([C:2]2[CH:3]=[N:4][CH:5]=[C:6]3[C:11]=2[N:10]=[C:9]([C:12]([NH:14][CH2:15][C:16]([CH3:19])([CH3:18])[CH3:17])=[O:13])[CH:8]=[CH:7]3)=[CH:23][CH:22]=1. The catalyst class is: 688.